Dataset: Forward reaction prediction with 1.9M reactions from USPTO patents (1976-2016). Task: Predict the product of the given reaction. Given the reactants [Br:1][C:2]1[C:3]([CH3:17])=[N:4][N:5]([CH2:14][CH2:15]I)[C:6]=1[C:7]1[CH:12]=[CH:11][C:10]([F:13])=[CH:9][CH:8]=1.C(=O)([O-])[O-].[K+].[K+].CN(C)C=O.[SH:29][CH2:30][CH2:31][OH:32], predict the reaction product. The product is: [Br:1][C:2]1[C:3]([CH3:17])=[N:4][N:5]([CH2:14][CH2:15][S:29][CH2:30][CH2:31][OH:32])[C:6]=1[C:7]1[CH:12]=[CH:11][C:10]([F:13])=[CH:9][CH:8]=1.